Dataset: Full USPTO retrosynthesis dataset with 1.9M reactions from patents (1976-2016). Task: Predict the reactants needed to synthesize the given product. (1) Given the product [Cl:16][C:17]1[CH:22]=[CH:21][C:20]([C:2]2[CH:3]=[C:4]([C:13]([OH:15])=[O:14])[CH:5]=[N:6][C:7]=2[O:8][CH:9]2[CH2:12][CH2:11][CH2:10]2)=[CH:19][CH:18]=1, predict the reactants needed to synthesize it. The reactants are: Br[C:2]1[CH:3]=[C:4]([C:13]([OH:15])=[O:14])[CH:5]=[N:6][C:7]=1[O:8][CH:9]1[CH2:12][CH2:11][CH2:10]1.[Cl:16][C:17]1[CH:22]=[CH:21][C:20](B(O)O)=[CH:19][CH:18]=1. (2) Given the product [O:14]1[CH:18]=[CH:17][CH:16]=[C:15]1[C:19]([N:7]1[CH2:12][CH2:11][NH:10][CH2:9][CH2:8]1)=[O:20], predict the reactants needed to synthesize it. The reactants are: O.O.O.O.O.O.[NH:7]1[CH2:12][CH2:11][NH:10][CH2:9][CH2:8]1.Cl.[O:14]1[CH:18]=[CH:17][CH:16]=[C:15]1[C:19](Cl)=[O:20].[OH-].[Na+]. (3) Given the product [O:30]1[C@H:5]2[CH2:6][C@@H:7]3[C@@H:16]([C@@:17]4([CH3:20])[CH2:18][CH2:19][CH2:2][CH2:3][C@:4]124)[CH2:15][CH2:14][C@@:12]1([CH3:13])[C@H:8]3[CH2:9][CH2:10][C:11]1=[O:21], predict the reactants needed to synthesize it. The reactants are: O[C@H:2]1[CH2:19][CH2:18][C@@:17]2([CH3:20])[C:4](=[CH:5][CH2:6][C@@H:7]3[C@@H:16]2[CH2:15][CH2:14][C@@:12]2([CH3:13])[C@H:8]3[CH2:9][CH2:10][C:11]2=[O:21])[CH2:3]1.C1C=C(Cl)C=C(C(OO)=[O:30])C=1.[O-]S([O-])=O.[Na+].[Na+].C([O-])(O)=O.[Na+]. (4) Given the product [OH:19][NH:18][C:16](=[O:17])[CH2:15][CH2:14][CH2:13][CH2:12][CH2:11][CH2:10][C:8]([NH:7][C:4]1[CH:3]=[CH:2][CH:1]=[CH:6][CH:5]=1)=[O:9].[CH:1]1[CH:6]=[CH:5][C:4]([NH:7][C:8]([CH2:10][CH2:11][CH2:12][CH2:13][CH2:14][CH2:15][C:16]([NH:18][OH:19])=[O:17])=[O:9])=[CH:3][CH:2]=1, predict the reactants needed to synthesize it. The reactants are: [CH:1]1[CH:2]=[CH:3][C:4]([NH:7][C:8]([CH2:10][CH2:11][CH2:12][CH2:13][CH2:14][CH2:15][C:16]([NH:18][OH:19])=[O:17])=[O:9])=[CH:5][CH:6]=1. (5) Given the product [F:26][C:19]1[C:20]([CH:21]=[O:22])=[CH:23][CH:24]=[CH:25][C:18]=1[C:9]1[CH:10]=[CH:11][C:12]([OH:15])=[CH:13][CH:14]=1, predict the reactants needed to synthesize it. The reactants are: CC1(C)C(C)(C)OB([C:9]2[CH:14]=[CH:13][C:12]([OH:15])=[CH:11][CH:10]=2)O1.Br[C:18]1[C:19]([F:26])=[C:20]([CH:23]=[CH:24][CH:25]=1)[CH:21]=[O:22].C([O-])([O-])=O.[K+].[K+]. (6) The reactants are: [CH3:1][CH:2]([CH2:4][C@H:5]([NH:31][C:32]([C@H:34]([NH:45][C:46]([C@@H:48]([NH:57][C:58]([C@@H:60]([NH:63][C:64]([C@@H:66]([NH:77][C:78]([C@@H:80]([NH:87][C:88]([C@H:90]1[NH:95][C:93](=[O:94])[CH2:92][CH2:91]1)=[O:89])[CH2:81][C:82]1[N:86]=[CH:85][NH:84][CH:83]=1)=[O:79])[CH2:67][C:68]1[C:72]2[CH:73]=[CH:74][CH:75]=[CH:76][C:71]=2[NH:70][CH:69]=1)=[O:65])[CH2:61][OH:62])=[O:59])[CH2:49][C:50]1[CH:51]=[CH:52][C:53]([OH:56])=[CH:54][CH:55]=1)=[O:47])[CH2:35][C:36]1[C:40]2[CH:41]=[CH:42][CH:43]=[CH:44][C:39]=2[NH:38][CH:37]=1)=[O:33])[C:6]([NH:8][C@H:9]([C:17]([N:19]1[C@H:23]([C:24]([NH:26][CH2:27][C:28]([NH2:30])=[O:29])=[O:25])[CH2:22][CH2:21][CH2:20]1)=[O:18])[CH2:10][CH2:11][CH2:12][NH:13][C:14]([NH2:16])=[NH:15])=[O:7])[CH3:3].[C:96]([O-:99])(=[O:98])[CH3:97]. Given the product [CH3:3][CH:2]([CH2:4][C@H:5]([NH:31][C:32]([C@H:34]([NH:45][C:46]([C@@H:48]([NH:57][C:58]([C@@H:60]([NH:63][C:64]([C@@H:66]([NH:77][C:78]([C@@H:80]([NH:87][C:88]([C@H:90]1[NH:95][C:93](=[O:94])[CH2:92][CH2:91]1)=[O:89])[CH2:81][C:82]1[NH:86][CH:85]=[N:84][CH:83]=1)=[O:79])[CH2:67][C:68]1[C:72]2[C:71](=[CH:76][CH:75]=[CH:74][CH:73]=2)[NH:70][CH:69]=1)=[O:65])[CH2:61][OH:62])=[O:59])[CH2:49][C:50]1[CH:55]=[CH:54][C:53]([OH:56])=[CH:52][CH:51]=1)=[O:47])[CH2:35][C:36]1[C:40]2[C:39](=[CH:44][CH:43]=[CH:42][CH:41]=2)[NH:38][CH:37]=1)=[O:33])[C:6]([NH:8][C@H:9]([C:17]([N:19]1[C@H:23]([C:24]([NH:26][CH2:27][C:28]([NH2:30])=[O:29])=[O:25])[CH2:22][CH2:21][CH2:20]1)=[O:18])[CH2:10][CH2:11][CH2:12][N:13]=[C:14]([NH2:15])[NH2:16])=[O:7])[CH3:1].[CH3:97][C:96]([OH:99])=[O:98], predict the reactants needed to synthesize it.